From a dataset of Catalyst prediction with 721,799 reactions and 888 catalyst types from USPTO. Predict which catalyst facilitates the given reaction. (1) Reactant: [CH3:1][C:2]([CH3:33])([C:15]#[C:16][CH:17]=[CH:18][CH2:19][NH:20][C@@H:21]([C:23]1[C:32]2[C:27](=[CH:28][CH:29]=[CH:30][CH:31]=2)[CH:26]=[CH:25][CH:24]=1)[CH3:22])[CH2:3][N:4]1C(=O)C2C(=CC=CC=2)C1=O.O.NN. Product: [CH3:33][C:2]([CH3:1])([CH2:3][NH2:4])[C:15]#[C:16][CH:17]=[CH:18][CH2:19][NH:20][C@@H:21]([C:23]1[C:32]2[C:27](=[CH:28][CH:29]=[CH:30][CH:31]=2)[CH:26]=[CH:25][CH:24]=1)[CH3:22]. The catalyst class is: 242. (2) Reactant: [Cl:1][C:2]1[CH:7]=[CH:6][C:5]([C:8]2[N:9]=[C:10]([N:18]3[C:22]([CH3:23])=[CH:21][C:20]([CH3:24])=[N:19]3)[O:11][C:12]=2[CH2:13][CH2:14][C:15](O)=[O:16])=[CH:4][CH:3]=1.ON1C2N=CC=CC=2N=N1.C(N=C=NCCCN(C)C)C.[CH3:46][N:47]1[CH2:52][CH2:51][CH:50]([CH2:53][N:54]2[CH2:59][CH2:58][NH:57][CH2:56][CH2:55]2)[CH2:49][CH2:48]1. Product: [Cl:1][C:2]1[CH:7]=[CH:6][C:5]([C:8]2[N:9]=[C:10]([N:18]3[C:22]([CH3:23])=[CH:21][C:20]([CH3:24])=[N:19]3)[O:11][C:12]=2[CH2:13][CH2:14][C:15]([N:57]2[CH2:56][CH2:55][N:54]([CH2:53][CH:50]3[CH2:51][CH2:52][N:47]([CH3:46])[CH2:48][CH2:49]3)[CH2:59][CH2:58]2)=[O:16])=[CH:4][CH:3]=1. The catalyst class is: 145. (3) The catalyst class is: 1. Product: [C@@H:16]([NH:15][C:6]1[CH:5]=[C:4]([CH:9]=[C:8]([CH2:10][C:11]([F:14])([F:13])[CH3:12])[N:7]=1)[C:3]([OH:20])=[O:2])([CH2:18][CH3:19])[CH3:17]. Reactant: C[O:2][C:3](=[O:20])[C:4]1[CH:9]=[C:8]([CH2:10][C:11]([F:14])([F:13])[CH3:12])[N:7]=[C:6]([NH:15][C@H:16]([CH2:18][CH3:19])[CH3:17])[CH:5]=1.[OH-].[Li+].Cl. (4) Product: [Br:1][C:2]1[N:6]2[C:7](=[O:15])[CH:8]=[C:9]([CH2:11][C:12]3[S:14][CH:18]=[C:19]([C:20]([F:23])([F:22])[F:21])[N:13]=3)[N:10]=[C:5]2[S:4][C:3]=1[CH3:16]. The catalyst class is: 8. Reactant: [Br:1][C:2]1[N:6]2[C:7](=[O:15])[CH:8]=[C:9]([CH2:11][C:12](=[S:14])[NH2:13])[N:10]=[C:5]2[S:4][C:3]=1[CH3:16].Br[CH2:18][C:19](=O)[C:20]([F:23])([F:22])[F:21].